Dataset: Catalyst prediction with 721,799 reactions and 888 catalyst types from USPTO. Task: Predict which catalyst facilitates the given reaction. Reactant: [C:1]([C:3]1[C:8]([C:9]2[C:17]3[C:12](=[N:13][CH:14]=[C:15]([F:18])[CH:16]=3)[N:11](S(C3C=CC(C)=CC=3)(=O)=O)[CH:10]=2)=[CH:7][C:6]([NH:29][CH:30]2[CH:35]3[CH2:36][CH2:37][CH:32]([CH2:33][CH2:34]3)[CH:31]2[C:38]([O:40][CH3:41])=[O:39])=[C:5]([F:42])[CH:4]=1)#[N:2].C[O-].[Na+].CCOC(C)=O.C([O-])(O)=O.[Na+]. Product: [C:1]([C:3]1[C:8]([C:9]2[C:17]3[C:12](=[N:13][CH:14]=[C:15]([F:18])[CH:16]=3)[NH:11][CH:10]=2)=[CH:7][C:6]([NH:29][CH:30]2[CH:35]3[CH2:34][CH2:33][CH:32]([CH2:37][CH2:36]3)[CH:31]2[C:38]([O:40][CH3:41])=[O:39])=[C:5]([F:42])[CH:4]=1)#[N:2]. The catalyst class is: 1.